Dataset: Forward reaction prediction with 1.9M reactions from USPTO patents (1976-2016). Task: Predict the product of the given reaction. (1) Given the reactants [CH3:1][O:2][C:3]1[CH:4]=[C:5]2[C:10](=[CH:11][C:12]=1[O:13][CH3:14])[N:9]=[CH:8][N:7]=[C:6]2[N:15]1[CH2:20][CH2:19][N:18]([C:21]([NH:23][C:24]2[CH:29]=[CH:28][C:27]([C:30]([O:32]CC)=[O:31])=[CH:26][CH:25]=2)=[O:22])[CH2:17][CH2:16]1.O.[OH-].[Li+].O, predict the reaction product. The product is: [C:30]([C:27]1[CH:28]=[CH:29][C:24]([NH:23][C:21]([N:18]2[CH2:19][CH2:20][N:15]([C:6]3[C:5]4[C:10](=[CH:11][C:12]([O:13][CH3:14])=[C:3]([O:2][CH3:1])[CH:4]=4)[N:9]=[CH:8][N:7]=3)[CH2:16][CH2:17]2)=[O:22])=[CH:25][CH:26]=1)([OH:32])=[O:31]. (2) Given the reactants [CH3:1][O:2][C:3]1[CH:4]=[C:5]2[C:10](=[CH:11][C:12]=1[O:13][CH3:14])[N:9]=[CH:8][N:7]=[C:6]2[O:15][C:16]1[CH:22]=[CH:21][C:19]([NH2:20])=[C:18]([O:23][CH3:24])[CH:17]=1.ClC(Cl)(O[C:29](=[O:35])OC(Cl)(Cl)Cl)Cl.[CH3:37][C:38]1[CH:50]=[CH:49][CH:48]=[CH:47][C:39]=1[CH2:40][N:41]1[CH2:45][CH2:44][CH:43]([NH2:46])[CH2:42]1.C(=O)([O-])O.[Na+], predict the reaction product. The product is: [CH3:1][O:2][C:3]1[CH:4]=[C:5]2[C:10](=[CH:11][C:12]=1[O:13][CH3:14])[N:9]=[CH:8][N:7]=[C:6]2[O:15][C:16]1[CH:22]=[CH:21][C:19]([NH:20][C:29]([NH:46][CH:43]2[CH2:44][CH2:45][N:41]([CH2:40][C:39]3[CH:47]=[CH:48][CH:49]=[CH:50][C:38]=3[CH3:37])[CH2:42]2)=[O:35])=[C:18]([O:23][CH3:24])[CH:17]=1. (3) Given the reactants [Cl:1][C:2]1[CH:3]=[C:4]([C:8]2[CH:13]=[CH:12][C:11]([C@@H:14]3[CH2:16][C@H:15]3[NH:17]C(=O)OC(C)(C)C)=[CH:10][CH:9]=2)[CH:5]=[CH:6][CH:7]=1.[ClH:25], predict the reaction product. The product is: [Cl:1][C:2]1[CH:3]=[C:4]([C:8]2[CH:13]=[CH:12][C:11]([C@@H:14]3[CH2:16][C@H:15]3[NH2:17])=[CH:10][CH:9]=2)[CH:5]=[CH:6][CH:7]=1.[ClH:25]. (4) The product is: [CH3:14][C:15]1[C:16]([C:2]2[CH:7]=[CH:6][C:5]([C:8]3[O:12][N:11]=[C:10]([CH3:13])[N:9]=3)=[CH:4][CH:3]=2)=[CH:17][C:18]([NH:21][C:22]([C:24]2[CH:28]=[CH:27][O:26][CH:25]=2)=[O:23])=[CH:19][CH:20]=1. Given the reactants I[C:2]1[CH:7]=[CH:6][C:5]([C:8]2[O:12][N:11]=[C:10]([CH3:13])[N:9]=2)=[CH:4][CH:3]=1.[CH3:14][C:15]1[CH:20]=[CH:19][C:18]([NH:21][C:22]([C:24]2[CH:28]=[CH:27][O:26][CH:25]=2)=[O:23])=[CH:17][C:16]=1B1OC(C)(C)C(C)(C)O1, predict the reaction product. (5) Given the reactants ClCCl.C(OC([N:11]([CH2:40][C:41]1[CH:50]=[CH:49][C:44]2[O:45][CH2:46][CH2:47][O:48][C:43]=2[CH:42]=1)[CH:12]1[CH2:17][CH2:16][N:15]([CH2:18][CH2:19][N:20]2[C:29]3[C:24](=[C:25](/[CH:32]=[CH:33]/[C:34]([O:36][CH2:37][CH3:38])=[O:35])[CH:26]=[C:27]([O:30][CH3:31])[CH:28]=3)[CH:23]=[CH:22][C:21]2=[O:39])[CH2:14][CH2:13]1)=O)(C)(C)C.FC(F)(F)C(O)=O, predict the reaction product. The product is: [O:45]1[C:44]2[CH:49]=[CH:50][C:41]([CH2:40][NH:11][CH:12]3[CH2:13][CH2:14][N:15]([CH2:18][CH2:19][N:20]4[C:29]5[C:24](=[C:25](/[CH:32]=[CH:33]/[C:34]([O:36][CH2:37][CH3:38])=[O:35])[CH:26]=[C:27]([O:30][CH3:31])[CH:28]=5)[CH:23]=[CH:22][C:21]4=[O:39])[CH2:16][CH2:17]3)=[CH:42][C:43]=2[O:48][CH2:47][CH2:46]1. (6) Given the reactants [CH3:1][C:2]1[O:6][N:5]=[C:4]([C:7]2[CH:12]=[CH:11][CH:10]=[CH:9][CH:8]=2)[C:3]=1[C:13]1[N:14]=[C:15]2[CH:20]=[CH:19][C:18]([NH2:21])=[CH:17][N:16]2[CH:22]=1.[CH:23]1([C:26](O)=[O:27])[CH2:25][CH2:24]1, predict the reaction product. The product is: [CH3:1][C:2]1[O:6][N:5]=[C:4]([C:7]2[CH:8]=[CH:9][CH:10]=[CH:11][CH:12]=2)[C:3]=1[C:13]1[N:14]=[C:15]2[CH:20]=[CH:19][C:18]([NH:21][C:26]([CH:23]3[CH2:25][CH2:24]3)=[O:27])=[CH:17][N:16]2[CH:22]=1. (7) Given the reactants C([Mg]Cl)(C)C.[CH:6]1([NH2:9])[CH2:8][CH2:7]1.C[O:11][C:12](=O)[C:13]1[CH:18]=[C:17]([N:19]2[CH:24]=[CH:23][N:22]=[C:21]([NH:25][C:26]3([C:29]4[CH:34]=[CH:33][CH:32]=[CH:31][C:30]=4[OH:35])[CH2:28][CH2:27]3)[C:20]2=[O:36])[C:16]([CH3:37])=[C:15]([F:38])[CH:14]=1.Cl, predict the reaction product. The product is: [CH:6]1([NH:9][C:12](=[O:11])[C:13]2[CH:18]=[C:17]([N:19]3[CH:24]=[CH:23][N:22]=[C:21]([NH:25][C:26]4([C:29]5[CH:34]=[CH:33][CH:32]=[CH:31][C:30]=5[OH:35])[CH2:28][CH2:27]4)[C:20]3=[O:36])[C:16]([CH3:37])=[C:15]([F:38])[CH:14]=2)[CH2:8][CH2:7]1. (8) Given the reactants CC(OI1(OC(C)=O)(OC(C)=O)OC(=O)C2C=CC=CC1=2)=O.[C:23]([O:27][C:28](=[O:40])[NH:29][C:30]1[O:34][N:33]=[C:32]([C:35]([CH3:39])([CH3:38])[CH2:36][OH:37])[CH:31]=1)([CH3:26])([CH3:25])[CH3:24], predict the reaction product. The product is: [C:23]([O:27][C:28](=[O:40])[NH:29][C:30]1[O:34][N:33]=[C:32]([C:35]([CH3:39])([CH3:38])[CH:36]=[O:37])[CH:31]=1)([CH3:26])([CH3:24])[CH3:25]. (9) Given the reactants [F:1][C:2]1[CH:16]=[CH:15][C:5]([CH2:6][N:7]2[CH2:12][C@H:11]([CH3:13])[NH:10][CH2:9][C@@H:8]2[CH3:14])=[CH:4][CH:3]=1.[Cl:17][C:18]1[CH:28]=[CH:27][C:21](/[CH:22]=[CH:23]/[C:24](O)=[O:25])=[CH:20][CH:19]=1, predict the reaction product. The product is: [Cl:17][C:18]1[CH:19]=[CH:20][C:21](/[CH:22]=[CH:23]/[C:24]([N:10]2[CH2:9][C@H:8]([CH3:14])[N:7]([CH2:6][C:5]3[CH:15]=[CH:16][C:2]([F:1])=[CH:3][CH:4]=3)[CH2:12][C@@H:11]2[CH3:13])=[O:25])=[CH:27][CH:28]=1.